From a dataset of NCI-60 drug combinations with 297,098 pairs across 59 cell lines. Regression. Given two drug SMILES strings and cell line genomic features, predict the synergy score measuring deviation from expected non-interaction effect. (1) Drug 1: CCC1=C2CN3C(=CC4=C(C3=O)COC(=O)C4(CC)O)C2=NC5=C1C=C(C=C5)O. Drug 2: C1C(C(OC1N2C=NC(=NC2=O)N)CO)O. Cell line: NCI/ADR-RES. Synergy scores: CSS=25.7, Synergy_ZIP=-7.74, Synergy_Bliss=-1.32, Synergy_Loewe=2.51, Synergy_HSA=2.48. (2) Drug 1: CNC(=O)C1=CC=CC=C1SC2=CC3=C(C=C2)C(=NN3)C=CC4=CC=CC=N4. Drug 2: C1=CC(=C2C(=C1NCCNCCO)C(=O)C3=C(C=CC(=C3C2=O)O)O)NCCNCCO. Cell line: NCI/ADR-RES. Synergy scores: CSS=2.62, Synergy_ZIP=-1.56, Synergy_Bliss=-4.23, Synergy_Loewe=-6.31, Synergy_HSA=-4.81. (3) Drug 1: CCC(=C(C1=CC=CC=C1)C2=CC=C(C=C2)OCCN(C)C)C3=CC=CC=C3.C(C(=O)O)C(CC(=O)O)(C(=O)O)O. Drug 2: CC1C(C(CC(O1)OC2CC(CC3=C2C(=C4C(=C3O)C(=O)C5=CC=CC=C5C4=O)O)(C(=O)C)O)N)O. Cell line: HL-60(TB). Synergy scores: CSS=47.0, Synergy_ZIP=-0.171, Synergy_Bliss=-1.07, Synergy_Loewe=-8.21, Synergy_HSA=0.673. (4) Drug 1: C1CN1P(=S)(N2CC2)N3CC3. Drug 2: CC1=C2C(C(=O)C3(C(CC4C(C3C(C(C2(C)C)(CC1OC(=O)C(C(C5=CC=CC=C5)NC(=O)OC(C)(C)C)O)O)OC(=O)C6=CC=CC=C6)(CO4)OC(=O)C)O)C)O. Cell line: KM12. Synergy scores: CSS=14.1, Synergy_ZIP=-2.00, Synergy_Bliss=-2.09, Synergy_Loewe=-2.48, Synergy_HSA=-1.84. (5) Drug 1: C1C(C(OC1N2C=C(C(=O)NC2=O)F)CO)O. Drug 2: CCN(CC)CCNC(=O)C1=C(NC(=C1C)C=C2C3=C(C=CC(=C3)F)NC2=O)C. Cell line: HOP-62. Synergy scores: CSS=15.1, Synergy_ZIP=4.19, Synergy_Bliss=6.04, Synergy_Loewe=-6.25, Synergy_HSA=0.521. (6) Drug 1: C1CCC(CC1)NC(=O)N(CCCl)N=O. Drug 2: C1=NC2=C(N1)C(=S)N=C(N2)N. Cell line: SR. Synergy scores: CSS=82.4, Synergy_ZIP=0.593, Synergy_Bliss=0.178, Synergy_Loewe=0.0712, Synergy_HSA=2.79. (7) Drug 1: C1CCC(CC1)NC(=O)N(CCCl)N=O. Drug 2: C1=CC(=CC=C1CC(C(=O)O)N)N(CCCl)CCCl.Cl. Cell line: HT29. Synergy scores: CSS=15.7, Synergy_ZIP=-4.34, Synergy_Bliss=2.17, Synergy_Loewe=-2.26, Synergy_HSA=-0.265. (8) Synergy scores: CSS=40.6, Synergy_ZIP=7.24, Synergy_Bliss=10.2, Synergy_Loewe=4.66, Synergy_HSA=12.3. Drug 2: CC1CCC2CC(C(=CC=CC=CC(CC(C(=O)C(C(C(=CC(C(=O)CC(OC(=O)C3CCCCN3C(=O)C(=O)C1(O2)O)C(C)CC4CCC(C(C4)OC)O)C)C)O)OC)C)C)C)OC. Drug 1: CCCS(=O)(=O)NC1=C(C(=C(C=C1)F)C(=O)C2=CNC3=C2C=C(C=N3)C4=CC=C(C=C4)Cl)F. Cell line: TK-10. (9) Drug 1: C1C(C(OC1N2C=NC3=C2NC=NCC3O)CO)O. Drug 2: CC1C(C(CC(O1)OC2CC(CC3=C2C(=C4C(=C3O)C(=O)C5=CC=CC=C5C4=O)O)(C(=O)C)O)N)O. Cell line: COLO 205. Synergy scores: CSS=58.3, Synergy_ZIP=0.894, Synergy_Bliss=-0.721, Synergy_Loewe=-43.8, Synergy_HSA=-1.47.